This data is from Full USPTO retrosynthesis dataset with 1.9M reactions from patents (1976-2016). The task is: Predict the reactants needed to synthesize the given product. (1) The reactants are: [Cl:1][C:2]1[CH:3]=[CH:4][C:5]([C:35]([F:38])([F:37])[F:36])=[C:6]([C:8]2[C:13]([O:14][CH3:15])=[CH:12][N:11]([CH:16]([CH3:33])[C:17]([NH:19][C:20]3[CH:32]=[CH:31][C:23]([C:24]([O:26]C(C)(C)C)=[O:25])=[CH:22][CH:21]=3)=[O:18])[C:10](=[O:34])[CH:9]=2)[CH:7]=1.C(O)(C(F)(F)F)=O. Given the product [Cl:1][C:2]1[CH:3]=[CH:4][C:5]([C:35]([F:38])([F:36])[F:37])=[C:6]([C:8]2[C:13]([O:14][CH3:15])=[CH:12][N:11]([CH:16]([CH3:33])[C:17]([NH:19][C:20]3[CH:32]=[CH:31][C:23]([C:24]([OH:26])=[O:25])=[CH:22][CH:21]=3)=[O:18])[C:10](=[O:34])[CH:9]=2)[CH:7]=1, predict the reactants needed to synthesize it. (2) Given the product [CH3:8][C:7]1[N:6]2[CH:9]=[CH:10][N:11]=[C:5]2[CH:4]=[C:3]([CH3:12])[C:2]=1[C:13]#[N:14], predict the reactants needed to synthesize it. The reactants are: Br[C:2]1[C:3]([CH3:12])=[CH:4][C:5]2[N:6]([CH:9]=[CH:10][N:11]=2)[C:7]=1[CH3:8].[CH3:13][N:14](C=O)C. (3) Given the product [F:21][C:5]1[C:6]([NH:8][C:9]2[CH:20]=[CH:19][CH:18]=[CH:17][C:10]=2[C:11]([NH:13][CH2:14][CH2:15][OH:16])=[O:12])=[N:7][C:2]([NH:33][C:32]2[CH:34]=[CH:35][CH:36]=[C:30]([CH2:29][CH2:28][N:25]3[CH2:24][CH2:23][O:22][CH2:27][CH2:26]3)[CH:31]=2)=[N:3][CH:4]=1, predict the reactants needed to synthesize it. The reactants are: Cl[C:2]1[N:7]=[C:6]([NH:8][C:9]2[CH:20]=[CH:19][CH:18]=[CH:17][C:10]=2[C:11]([NH:13][CH2:14][CH2:15][OH:16])=[O:12])[C:5]([F:21])=[CH:4][N:3]=1.[O:22]1[CH2:27][CH2:26][N:25]([CH2:28][CH2:29][C:30]2[CH:31]=[C:32]([CH:34]=[CH:35][CH:36]=2)[NH2:33])[CH2:24][CH2:23]1.Cl. (4) The reactants are: [CH3:1][C:2]1[CH:3]=[C:4]([O:8][C:9]2[CH:15]=[CH:14][C:12]([NH2:13])=[CH:11][CH:10]=2)[CH:5]=[CH:6][CH:7]=1.CC([N:20]([C@@H:24]([C:27](NC1C=NC(OC2C=CC(C#N)=C(C(C)C)C=2)=CC=1)=[O:28])[CH2:25]C)[C:21](=O)[O-:22])(C)C.Cl. Given the product [CH3:25][C@H:24]1[NH:20][C:21](=[O:22])[N:13]([C:12]2[CH:14]=[CH:15][C:9]([O:8][C:4]3[CH:5]=[CH:6][CH:7]=[C:2]([CH3:1])[CH:3]=3)=[CH:10][CH:11]=2)[C:27]1=[O:28], predict the reactants needed to synthesize it. (5) Given the product [Cl:1][C:24]1[C:23]([CH2:25][O:26][C:27]2[CH:32]=[CH:31][CH:30]=[CH:29][CH:28]=2)=[N:22][N:19]2[CH2:20][CH2:21][N:16]([C:14]([C:13]3[CH:12]=[CH:11][C:10]([F:9])=[CH:34][CH:33]=3)=[O:15])[CH2:17][C:18]=12, predict the reactants needed to synthesize it. The reactants are: [Cl:1]N1C(=O)CCC1=O.[F:9][C:10]1[CH:34]=[CH:33][C:13]([C:14]([N:16]2[CH2:21][CH2:20][N:19]3[N:22]=[C:23]([CH2:25][O:26][C:27]4[CH:32]=[CH:31][CH:30]=[CH:29][CH:28]=4)[CH:24]=[C:18]3[CH2:17]2)=[O:15])=[CH:12][CH:11]=1. (6) Given the product [Br:21][C:11]1[CH:12]=[N:13][N:14]([CH:15]2[CH2:20][CH2:19][CH2:18][CH2:17][O:16]2)[C:10]=1[C:8]1[CH:7]=[CH:6][C:3]([C:4]#[N:5])=[C:2]([Cl:1])[CH:9]=1, predict the reactants needed to synthesize it. The reactants are: [Cl:1][C:2]1[CH:9]=[C:8]([C:10]2[N:14]([CH:15]3[CH2:20][CH2:19][CH2:18][CH2:17][O:16]3)[N:13]=[CH:12][CH:11]=2)[CH:7]=[CH:6][C:3]=1[C:4]#[N:5].[Br:21]N1C(=O)CCC1=O.OS([O-])=O.[Na+]. (7) Given the product [Cl:1][C:2]1[CH:3]=[CH:4][C:5]([NH:14][C:15]2[N:19]([CH3:20])[C:18]3[C:21]([N:25]([CH2:29][CH2:30][CH3:31])[CH2:26][CH2:27][CH3:28])=[CH:22][CH:23]=[CH:24][C:17]=3[N:16]=2)=[C:6]([CH:13]=1)[O:7][CH2:8][CH2:9][CH2:10][C:11]([OH:34])=[O:32], predict the reactants needed to synthesize it. The reactants are: [Cl:1][C:2]1[CH:3]=[CH:4][C:5]([NH:14][C:15]2[N:19]([CH3:20])[C:18]3[C:21]([N:25]([CH2:29][CH2:30][CH3:31])[CH2:26][CH2:27][CH3:28])=[CH:22][CH:23]=[CH:24][C:17]=3[N:16]=2)=[C:6]([CH:13]=1)[O:7][CH2:8][CH2:9][CH2:10][C:11]#N.[OH-:32].[Na+].[OH2:34]. (8) Given the product [Cl:22][C:9]1[CH:10]=[C:11]([C:24]2[CH:25]=[CH:26][C:27]([C:30]([N:32]3[CH2:37][CH2:36][CH:35]([C:38]([F:40])([F:39])[F:41])[CH2:34][CH2:33]3)=[O:31])=[CH:28][CH:29]=2)[CH:12]=[C:2]([Cl:1])[C:3]=1[CH2:4][O:5][C:6](=[O:8])[CH3:7], predict the reactants needed to synthesize it. The reactants are: [Cl:1][C:2]1[CH:12]=[C:11](B2OC(C)(C)C(C)(C)O2)[CH:10]=[C:9]([Cl:22])[C:3]=1[CH2:4][O:5][C:6](=[O:8])[CH3:7].Br[C:24]1[CH:29]=[CH:28][C:27]([C:30]([N:32]2[CH2:37][CH2:36][CH:35]([C:38]([F:41])([F:40])[F:39])[CH2:34][CH2:33]2)=[O:31])=[CH:26][CH:25]=1.C(=O)([O-])[O-].[K+].[K+].O. (9) Given the product [C:5]([O:11][CH2:12][N:13]1[C:22](=[O:23])[C:21]2[C:16](=[CH:17][C:18]([O:25][CH2:26][C:27]3[CH:32]=[CH:31][CH:30]=[CH:29][CH:28]=3)=[CH:19][C:20]=2[O:24][CH:1]([CH3:3])[CH3:2])[N:15]=[CH:14]1)(=[O:10])[C:6]([CH3:9])([CH3:8])[CH3:7], predict the reactants needed to synthesize it. The reactants are: [CH:1](O)([CH3:3])[CH3:2].[C:5]([O:11][CH2:12][N:13]1[C:22](=[O:23])[C:21]2[C:16](=[CH:17][C:18]([O:25][CH2:26][C:27]3[CH:32]=[CH:31][CH:30]=[CH:29][CH:28]=3)=[CH:19][C:20]=2[OH:24])[N:15]=[CH:14]1)(=[O:10])[C:6]([CH3:9])([CH3:8])[CH3:7].C1(P(C2C=CC=CC=2)C2C=CC=CC=2)C=CC=CC=1.CC(OC(/N=N/C(OC(C)(C)C)=O)=O)(C)C.